This data is from NCI-60 drug combinations with 297,098 pairs across 59 cell lines. The task is: Regression. Given two drug SMILES strings and cell line genomic features, predict the synergy score measuring deviation from expected non-interaction effect. (1) Drug 1: CCC1=C2CN3C(=CC4=C(C3=O)COC(=O)C4(CC)O)C2=NC5=C1C=C(C=C5)O. Drug 2: C1CC(=O)NC(=O)C1N2C(=O)C3=CC=CC=C3C2=O. Cell line: TK-10. Synergy scores: CSS=4.70, Synergy_ZIP=-8.57, Synergy_Bliss=-8.49, Synergy_Loewe=-7.30, Synergy_HSA=-5.74. (2) Drug 1: C1=C(C(=O)NC(=O)N1)N(CCCl)CCCl. Drug 2: CNC(=O)C1=NC=CC(=C1)OC2=CC=C(C=C2)NC(=O)NC3=CC(=C(C=C3)Cl)C(F)(F)F. Cell line: RPMI-8226. Synergy scores: CSS=45.0, Synergy_ZIP=-1.93, Synergy_Bliss=-1.44, Synergy_Loewe=-13.1, Synergy_HSA=-1.34. (3) Drug 1: C1C(C(OC1N2C=NC3=C2NC=NCC3O)CO)O. Drug 2: CC1C(C(CC(O1)OC2CC(CC3=C2C(=C4C(=C3O)C(=O)C5=CC=CC=C5C4=O)O)(C(=O)C)O)N)O. Cell line: NCI-H322M. Synergy scores: CSS=32.3, Synergy_ZIP=-1.77, Synergy_Bliss=-3.17, Synergy_Loewe=-55.2, Synergy_HSA=-3.72. (4) Cell line: TK-10. Drug 2: C1CC(=O)NC(=O)C1N2C(=O)C3=CC=CC=C3C2=O. Synergy scores: CSS=12.4, Synergy_ZIP=1.46, Synergy_Bliss=7.27, Synergy_Loewe=4.15, Synergy_HSA=6.97. Drug 1: C1CCC(C1)C(CC#N)N2C=C(C=N2)C3=C4C=CNC4=NC=N3. (5) Drug 1: C1CCC(CC1)NC(=O)N(CCCl)N=O. Drug 2: CC12CCC3C(C1CCC2OP(=O)(O)O)CCC4=C3C=CC(=C4)OC(=O)N(CCCl)CCCl.[Na+]. Cell line: HS 578T. Synergy scores: CSS=11.7, Synergy_ZIP=-0.389, Synergy_Bliss=3.12, Synergy_Loewe=-6.00, Synergy_HSA=1.60.